This data is from Full USPTO retrosynthesis dataset with 1.9M reactions from patents (1976-2016). The task is: Predict the reactants needed to synthesize the given product. (1) Given the product [C:1]([O:5][C:6](=[O:14])[CH2:7][N:8]1[CH:12]=[CH:11][C:10]([NH:13][C:24]([NH:23][C:15](=[O:22])[C:16]2[CH:17]=[CH:18][CH:19]=[CH:20][CH:21]=2)=[S:25])=[N:9]1)([CH3:4])([CH3:2])[CH3:3], predict the reactants needed to synthesize it. The reactants are: [C:1]([O:5][C:6](=[O:14])[CH2:7][N:8]1[CH:12]=[CH:11][C:10]([NH2:13])=[N:9]1)([CH3:4])([CH3:3])[CH3:2].[C:15]([N:23]=[C:24]=[S:25])(=[O:22])[C:16]1[CH:21]=[CH:20][CH:19]=[CH:18][CH:17]=1. (2) Given the product [ClH:5].[Cl:5][C:6]1[CH:7]=[CH:8][C:9]([S:13][CH3:14])=[C:10]([NH:12][NH2:1])[CH:11]=1, predict the reactants needed to synthesize it. The reactants are: [N:1]([O-])=O.[Na+].[Cl:5][C:6]1[CH:7]=[CH:8][C:9]([S:13][CH3:14])=[C:10]([NH2:12])[CH:11]=1.[Sn](Cl)Cl.